Dataset: Full USPTO retrosynthesis dataset with 1.9M reactions from patents (1976-2016). Task: Predict the reactants needed to synthesize the given product. (1) Given the product [CH:22]1([C:25]([NH:33][C:12]([C:9]2[CH:8]=[C:7]([O:15][C@@H:16]([CH3:21])[C:17]([F:20])([F:19])[F:18])[C:6]([C:2]3([F:1])[CH2:5][O:4][CH2:3]3)=[CH:11][N:10]=2)=[O:14])([C:27]2[N:31]=[C:30]([CH3:32])[O:29][N:28]=2)[CH3:26])[CH2:24][CH2:23]1, predict the reactants needed to synthesize it. The reactants are: [F:1][C:2]1([C:6]2[C:7]([O:15][C@@H:16]([CH3:21])[C:17]([F:20])([F:19])[F:18])=[CH:8][C:9]([C:12]([OH:14])=O)=[N:10][CH:11]=2)[CH2:5][O:4][CH2:3]1.[CH:22]1([C:25]([NH2:33])([C:27]2[N:31]=[C:30]([CH3:32])[O:29][N:28]=2)[CH3:26])[CH2:24][CH2:23]1. (2) Given the product [CH:23]1([N:19]2[C:20]3[C:15](=[CH:14][C:13]([C:12]#[C:11][C:8]4[CH:7]=[CH:6][C:5]([C:4]([OH:28])=[O:3])=[CH:10][CH:9]=4)=[CH:22][CH:21]=3)[C:16]([CH3:27])([CH3:26])[CH2:17][CH2:18]2)[CH2:24][CH2:25]1, predict the reactants needed to synthesize it. The reactants are: C([O:3][C:4](=[O:28])[C:5]1[CH:10]=[CH:9][C:8]([C:11]#[C:12][C:13]2[CH:14]=[C:15]3[C:20](=[CH:21][CH:22]=2)[N:19]([CH:23]2[CH2:25][CH2:24]2)[CH2:18][CH2:17][C:16]3([CH3:27])[CH3:26])=[CH:7][CH:6]=1)C.[OH-].[Na+]. (3) The reactants are: [CH2:1]([O:8][C:9]1[CH:13]=[C:12]([C:14]([F:17])([F:16])[F:15])[S:11][C:10]=1[C:18]([C:20]1[CH:25]=[CH:24][C:23]([O:26][CH3:27])=[CH:22][CH:21]=1)=O)[C:2]1[CH:7]=[CH:6][CH:5]=[CH:4][CH:3]=1.C([SiH](CC)CC)C. Given the product [CH2:1]([O:8][C:9]1[CH:13]=[C:12]([C:14]([F:17])([F:15])[F:16])[S:11][C:10]=1[CH2:18][C:20]1[CH:25]=[CH:24][C:23]([O:26][CH3:27])=[CH:22][CH:21]=1)[C:2]1[CH:7]=[CH:6][CH:5]=[CH:4][CH:3]=1, predict the reactants needed to synthesize it. (4) Given the product [C:1]([N:5]([C:14]1[CH:28]=[CH:27][C:17]([C:18]([NH:20][C:21]2[CH:26]=[CH:25][CH:24]=[CH:23][N:22]=2)=[O:19])=[C:16]([CH3:29])[CH:15]=1)[OH:6])([CH3:4])([CH3:3])[CH3:2], predict the reactants needed to synthesize it. The reactants are: [C:1]([N:5]([C:14]1[CH:28]=[CH:27][C:17]([C:18]([NH:20][C:21]2[CH:26]=[CH:25][CH:24]=[CH:23][N:22]=2)=[O:19])=[C:16]([CH3:29])[CH:15]=1)[O:6][Si](C(C)(C)C)(C)C)([CH3:4])([CH3:3])[CH3:2].[F-].C([N+](CCCC)(CCCC)CCCC)CCC.O.[NH4+].[Cl-]. (5) Given the product [O:17]1[CH2:18][CH2:19][N:14]([C:4]2[N:5]=[C:6]([C:8]3[CH:13]=[CH:12][CH:11]=[CH:10][CH:9]=3)[N:7]=[C:2]([NH:28][C:24]3[CH:25]=[CH:26][CH:27]=[C:22]([O:21][CH3:20])[CH:23]=3)[CH:3]=2)[CH2:15][CH2:16]1, predict the reactants needed to synthesize it. The reactants are: Cl[C:2]1[N:7]=[C:6]([C:8]2[CH:13]=[CH:12][CH:11]=[CH:10][CH:9]=2)[N:5]=[C:4]([N:14]2[CH2:19][CH2:18][O:17][CH2:16][CH2:15]2)[CH:3]=1.[CH3:20][O:21][C:22]1[CH:27]=[CH:26][CH:25]=[C:24]([NH2:28])[CH:23]=1.Cl.[OH-].[Na+]. (6) Given the product [Cl:10][C:11]1[C:19]2[C:14](=[CH:15][CH:16]=[C:17]([N+:20]([O-:22])=[O:21])[CH:18]=2)[N:13]([CH2:8][C:3]2[CH:4]=[CH:5][CH:6]=[CH:7][N:2]=2)[CH:12]=1, predict the reactants needed to synthesize it. The reactants are: Cl.[N:2]1[CH:7]=[CH:6][CH:5]=[CH:4][C:3]=1[CH2:8]Cl.[Cl:10][C:11]1[C:19]2[C:14](=[CH:15][CH:16]=[C:17]([N+:20]([O-:22])=[O:21])[CH:18]=2)[NH:13][CH:12]=1.C(=O)([O-])[O-].[K+].[K+]. (7) Given the product [Br:1][C:2]1[CH:3]=[CH:4][C:5]([O:10][CH2:11][C:12]2[CH:17]=[CH:16][CH:15]=[C:14]([Cl:18])[CH:13]=2)=[C:6]([CH:7]=1)[CH2:8][Cl:21], predict the reactants needed to synthesize it. The reactants are: [Br:1][C:2]1[CH:3]=[CH:4][C:5]([O:10][CH2:11][C:12]2[CH:17]=[CH:16][CH:15]=[C:14]([Cl:18])[CH:13]=2)=[C:6]([CH2:8]O)[CH:7]=1.S(Cl)([Cl:21])=O. (8) Given the product [F:1][C:2]1[CH:3]=[C:4]([CH:34]=[CH:35][C:36]=1[F:37])[C:5]([N:7]=[C:8]([NH:28][C@@H:29]([CH3:33])[CH2:30][O:31][CH3:32])[NH:9][C:10]1[C:18]2[C:13](=[CH:14][C:15]([C:19]([F:22])([F:21])[F:20])=[CH:16][CH:17]=2)[N:12]([C:23]([O:25][CH2:26][I:38])=[O:24])[N:11]=1)=[O:6], predict the reactants needed to synthesize it. The reactants are: [F:1][C:2]1[CH:3]=[C:4]([CH:34]=[CH:35][C:36]=1[F:37])[C:5]([N:7]=[C:8]([NH:28][C@@H:29]([CH3:33])[CH2:30][O:31][CH3:32])[NH:9][C:10]1[C:18]2[C:13](=[CH:14][C:15]([C:19]([F:22])([F:21])[F:20])=[CH:16][CH:17]=2)[N:12]([C:23]([O:25][CH2:26]Cl)=[O:24])[N:11]=1)=[O:6].[I-:38].[Na+].C(=O)(O)[O-].[Na+].CCOC(C)=O.